From a dataset of Full USPTO retrosynthesis dataset with 1.9M reactions from patents (1976-2016). Predict the reactants needed to synthesize the given product. (1) Given the product [NH2:1][C:2]1[C:3]2[C:10]([C:11]3[CH:12]=[N:13][C:14]4[C:19]([CH:20]=3)=[CH:18][CH:17]=[CH:16][CH:15]=4)=[C:9]3[CH2:26][CH2:25][CH2:24][C@H:23]([NH:27][C:28](=[O:34])[O:29][C:30]([CH3:33])([CH3:32])[CH3:31])[CH2:22][N:8]3[C:4]=2[N:5]=[CH:6][N:7]=1, predict the reactants needed to synthesize it. The reactants are: [NH2:1][C:2]1[C:3]2[C:10]([C:11]3[CH:12]=[N:13][C:14]4[C:19]([CH:20]=3)=[CH:18][CH:17]=[CH:16][CH:15]=4)=[C:9](Br)[N:8]([CH2:22][C@@H:23]([NH:27][C:28](=[O:34])[O:29][C:30]([CH3:33])([CH3:32])[CH3:31])[CH2:24][CH:25]=[CH2:26])[C:4]=2[N:5]=[CH:6][N:7]=1.NC1C2C(C3C=NC4C(C=3)=CC=CC=4)=C3N(C=2N=CN=1)C[C@@H](NC(=O)OC(C)(C)C)CC3. (2) Given the product [CH3:18][S:19]([O:10][CH2:9][CH2:8][C:6]1[CH:5]=[CH:4][N:3]=[C:2]([F:1])[CH:7]=1)(=[O:21])=[O:20], predict the reactants needed to synthesize it. The reactants are: [F:1][C:2]1[CH:7]=[C:6]([CH2:8][CH2:9][OH:10])[CH:5]=[CH:4][N:3]=1.C(N(CC)CC)C.[CH3:18][S:19](Cl)(=[O:21])=[O:20].O. (3) The reactants are: F[C:2]1[CH:3]=[C:4]([C:11]2[S:15][C:14]([N:16]([C:38]([O:40][C:41]([CH3:44])([CH3:43])[CH3:42])=[O:39])[CH2:17][C@@H:18]([NH:30][C:31](=[O:37])[O:32][C:33]([CH3:36])([CH3:35])[CH3:34])[CH2:19][C:20]3[CH:25]=[CH:24][C:23]([C:26]([F:29])([F:28])[F:27])=[CH:22][CH:21]=3)=[N:13][N:12]=2)[CH:5]=[CH:6][C:7]=1[N+:8]([O-:10])=[O:9].[CH3:45][NH2:46].CCOC(C)=O. Given the product [CH3:45][NH:46][C:2]1[CH:3]=[C:4]([C:11]2[S:15][C:14]([N:16]([C:38]([O:40][C:41]([CH3:44])([CH3:42])[CH3:43])=[O:39])[CH2:17][C@@H:18]([NH:30][C:31](=[O:37])[O:32][C:33]([CH3:36])([CH3:34])[CH3:35])[CH2:19][C:20]3[CH:21]=[CH:22][C:23]([C:26]([F:29])([F:27])[F:28])=[CH:24][CH:25]=3)=[N:13][N:12]=2)[CH:5]=[CH:6][C:7]=1[N+:8]([O-:10])=[O:9], predict the reactants needed to synthesize it.